This data is from Retrosynthesis with 50K atom-mapped reactions and 10 reaction types from USPTO. The task is: Predict the reactants needed to synthesize the given product. (1) The reactants are: Cc1onc(-c2ccc(Br)cc2)c1-c1c[nH]cn1.O=[N+]([O-])c1ccc(F)cc1. Given the product Cc1onc(-c2ccc(Br)cc2)c1-c1cn(-c2ccc([N+](=O)[O-])cc2)cn1, predict the reactants needed to synthesize it. (2) Given the product NCC1Cc2cccc(-c3ccccc3)c2O1, predict the reactants needed to synthesize it. The reactants are: [N-]=[N+]=NCC1Cc2cccc(-c3ccccc3)c2O1. (3) Given the product COc1cc(F)cc(Br)c1, predict the reactants needed to synthesize it. The reactants are: CN(C)C=O.Fc1cc(F)cc(Br)c1. (4) Given the product N#Cc1c(F)cccc1OCC1CCC(Oc2c(F)cccc2F)CC1, predict the reactants needed to synthesize it. The reactants are: N#Cc1c(F)cccc1F.OCC1CCC(Oc2c(F)cccc2F)CC1. (5) Given the product O=C(O)c1cn(-c2ccnc(NCCc3ccc(O)cc3)n2)nc1-c1ccccc1Cl, predict the reactants needed to synthesize it. The reactants are: COC(=O)c1cn(-c2ccnc(NCCc3ccc(O)cc3)n2)nc1-c1ccccc1Cl. (6) The reactants are: NC1=NC(c2cccc(Br)c2)(c2ccnc(Cl)c2)c2ccccc21.OB(O)c1cncnc1. Given the product NC1=NC(c2cccc(-c3cncnc3)c2)(c2ccnc(Cl)c2)c2ccccc21, predict the reactants needed to synthesize it. (7) Given the product COC(=O)[C@H](Cc1ccccc1)NC(=O)CCc1ccc(CCl)cc1, predict the reactants needed to synthesize it. The reactants are: COC(=O)[C@@H](N)Cc1ccccc1.O=C(Cl)CCc1ccc(CCl)cc1. (8) The reactants are: COC(=O)c1ccc2cc(-c3c(Cl)cccc3Cl)[nH]c2c1. Given the product O=C(O)c1ccc2cc(-c3c(Cl)cccc3Cl)[nH]c2c1, predict the reactants needed to synthesize it.